Task: Predict which catalyst facilitates the given reaction.. Dataset: Catalyst prediction with 721,799 reactions and 888 catalyst types from USPTO (1) Reactant: [CH2:1]([N:8]1[C:13]([CH2:15][OH:16])([CH3:14])[CH2:12][O:11][C:10]([CH3:18])([CH3:17])[C:9]1=O)[C:2]1[CH:7]=[CH:6][CH:5]=[CH:4][CH:3]=1.CO. Product: [CH2:1]([N:8]1[CH2:9][C:10]([CH3:17])([CH3:18])[O:11][CH2:12][C:13]1([CH2:15][OH:16])[CH3:14])[C:2]1[CH:3]=[CH:4][CH:5]=[CH:6][CH:7]=1. The catalyst class is: 7. (2) Reactant: [F:1][C:2]1[C:7]([F:8])=[CH:6][CH:5]=[CH:4][C:3]=1[C:9]1[N:42]=[C:12]2[CH:13]=[N:14][N:15]([CH2:17][C:18]3[N:23]=[N:22][C:21]([C:24]4[CH:29]=[CH:28][C:27](OS(C(F)(F)F)(=O)=O)=[CH:26][C:25]=4[C:38]([F:41])([F:40])[F:39])=[CH:20][CH:19]=3)[CH:16]=[C:11]2[N:10]=1.[Br-].[S:44]1[CH:48]=[CH:47][CH:46]=[C:45]1[Zn+].C(O)(C(F)(F)F)=O. Product: [F:1][C:2]1[C:7]([F:8])=[CH:6][CH:5]=[CH:4][C:3]=1[C:9]1[N:42]=[C:12]2[CH:13]=[N:14][N:15]([CH2:17][C:18]3[N:23]=[N:22][C:21]([C:24]4[CH:29]=[CH:28][C:27]([C:45]5[S:44][CH:48]=[CH:47][CH:46]=5)=[CH:26][C:25]=4[C:38]([F:40])([F:39])[F:41])=[CH:20][CH:19]=3)[CH:16]=[C:11]2[N:10]=1. The catalyst class is: 710. (3) Reactant: [CH3:1][O:2][CH2:3][CH2:4][NH:5][CH3:6].[F:7][C:8]([F:36])([F:35])[C:9]1[N:13]2[N:14]=[C:15]([N:18]3[CH2:23][CH2:22][CH:21]([C:24]4[CH:34]=[CH:33][C:27]([O:28][CH2:29][C:30]([OH:32])=O)=[CH:26][CH:25]=4)[CH2:20][CH2:19]3)[CH:16]=[CH:17][C:12]2=[N:11][N:10]=1.CN(C(ON1N=NC2C=CC=NC1=2)=[N+](C)C)C.F[P-](F)(F)(F)(F)F.CCN(C(C)C)C(C)C. Product: [CH3:1][O:2][CH2:3][CH2:4][N:5]([CH3:6])[C:30](=[O:32])[CH2:29][O:28][C:27]1[CH:26]=[CH:25][C:24]([CH:21]2[CH2:22][CH2:23][N:18]([C:15]3[CH:16]=[CH:17][C:12]4[N:13]([C:9]([C:8]([F:7])([F:36])[F:35])=[N:10][N:11]=4)[N:14]=3)[CH2:19][CH2:20]2)=[CH:34][CH:33]=1. The catalyst class is: 3.